This data is from Catalyst prediction with 721,799 reactions and 888 catalyst types from USPTO. The task is: Predict which catalyst facilitates the given reaction. (1) Reactant: [CH:1]1([C:4]([NH:6][C:7]2[N:8]=[C:9]3[CH:14]=[CH:13][C:12]([O:15][C:16]4[CH:26]=[CH:25][CH:24]=[CH:23][C:17]=4[C:18]([O:20]CC)=[O:19])=[N:11][N:10]3[CH:27]=2)=[O:5])[CH2:3][CH2:2]1.[OH-].[Na+].Cl.C(OCC)(=O)C. Product: [CH:1]1([C:4]([NH:6][C:7]2[N:8]=[C:9]3[CH:14]=[CH:13][C:12]([O:15][C:16]4[CH:26]=[CH:25][CH:24]=[CH:23][C:17]=4[C:18]([OH:20])=[O:19])=[N:11][N:10]3[CH:27]=2)=[O:5])[CH2:3][CH2:2]1. The catalyst class is: 7. (2) Reactant: C(O)C.Cl.O1CCCCC1[O:11][C:12]1[CH:13]=[C:14]2[C:19](=[CH:20][CH:21]=1)[N:18]=[C:17]([O:22][CH2:23][C:24]1[CH:29]=[CH:28][C:27]([O:30][C:31]([F:34])([F:33])[F:32])=[CH:26][CH:25]=1)[CH:16]=[CH:15]2.C(=O)([O-])O.[Na+]. Product: [F:33][C:31]([F:32])([F:34])[O:30][C:27]1[CH:28]=[CH:29][C:24]([CH2:23][O:22][C:17]2[CH:16]=[CH:15][C:14]3[C:19](=[CH:20][CH:21]=[C:12]([OH:11])[CH:13]=3)[N:18]=2)=[CH:25][CH:26]=1. The catalyst class is: 8.